From a dataset of Full USPTO retrosynthesis dataset with 1.9M reactions from patents (1976-2016). Predict the reactants needed to synthesize the given product. (1) Given the product [I:11][C:10]1[C:6]([CH2:4][OH:3])=[N:7][N:8]([CH2:12][CH2:13][O:14][CH:15]2[CH2:20][CH2:19][CH2:18][CH2:17][O:16]2)[CH:9]=1, predict the reactants needed to synthesize it. The reactants are: C([O:3][C:4]([C:6]1[C:10]([I:11])=[CH:9][N:8]([CH2:12][CH2:13][O:14][CH:15]2[CH2:20][CH2:19][CH2:18][CH2:17][O:16]2)[N:7]=1)=O)C.[BH4-].[Li+]. (2) Given the product [Cl:1][C:2]1[N:3]=[N:4][C:5]([O:16][CH2:15][CH:12]2[CH2:13][CH2:14][O:9][CH2:10][CH2:11]2)=[CH:6][CH:7]=1, predict the reactants needed to synthesize it. The reactants are: [Cl:1][C:2]1[N:3]=[N:4][C:5](Cl)=[CH:6][CH:7]=1.[O:9]1[CH2:14][CH2:13][CH:12]([CH2:15][OH:16])[CH2:11][CH2:10]1. (3) Given the product [NH2:7][C@@:8]1([C:17]([O:19][CH2:20][C:21]2[CH:26]=[CH:25][CH:24]=[C:23]([Cl:27])[CH:22]=2)=[O:18])[CH2:13][CH2:12][C@@H:11]2[C@H:9]1[C@H:10]2[C:14]([OH:16])=[O:15], predict the reactants needed to synthesize it. The reactants are: C(OC([NH:7][C@@:8]1([C:17]([O:19][CH2:20][C:21]2[CH:26]=[CH:25][CH:24]=[C:23]([Cl:27])[CH:22]=2)=[O:18])[CH2:13][CH2:12][C@@H:11]2[C@H:9]1[C@H:10]2[C:14]([OH:16])=[O:15])=O)C=C.CC1(C)C(=O)NC(=O)NC1=O. (4) Given the product [CH3:1][C:2]1[N:3]([C:8]2[CH:12]=[C:11]([C:13](=[O:14])[N:15]([O:17][CH3:18])[CH3:16])[N:10]([CH2:20][CH2:21][NH:22][C:23](=[O:29])[O:24][C:25]([CH3:28])([CH3:27])[CH3:26])[N:9]=2)[C:4]([CH3:7])=[CH:5][CH:6]=1, predict the reactants needed to synthesize it. The reactants are: [CH3:1][C:2]1[N:3]([C:8]2[CH:12]=[C:11]([C:13]([N:15]([O:17][CH3:18])[CH3:16])=[O:14])[NH:10][N:9]=2)[C:4]([CH3:7])=[CH:5][CH:6]=1.Cl[CH2:20][CH2:21][NH:22][C:23](=[O:29])[O:24][C:25]([CH3:28])([CH3:27])[CH3:26].C([O-])([O-])=O.[Na+].[Na+].CN(C=O)C. (5) Given the product [NH2:17][C:14]1[CH:15]=[CH:16][C:11]2[CH2:10][CH2:9][CH2:8][C:7](=[O:20])[N:6]([CH3:5])[C:12]=2[CH:13]=1, predict the reactants needed to synthesize it. The reactants are: C([O-])=O.[NH4+].[CH3:5][N:6]1[C:12]2[CH:13]=[C:14]([N+:17]([O-])=O)[CH:15]=[CH:16][C:11]=2[CH2:10][CH2:9][CH2:8][C:7]1=[O:20]. (6) Given the product [N:1]1([C:29](=[O:30])[CH2:28][O:27][C:22]2[CH:23]=[C:24]3[C:19](=[CH:20][CH:21]=2)[NH:18][C:17](=[C:16]2[C:15]4[C:10](=[CH:11][CH:12]=[CH:13][CH:14]=4)[NH:9][C:8]2=[O:7])[CH:26]=[CH:25]3)[CH2:6][CH2:5][O:4][CH2:3][CH2:2]1, predict the reactants needed to synthesize it. The reactants are: [NH:1]1[CH2:6][CH2:5][O:4][CH2:3][CH2:2]1.[O:7]=[C:8]1[C:16](=[C:17]2[CH:26]=[CH:25][C:24]3[C:19](=[CH:20][CH:21]=[C:22]([O:27][CH2:28][C:29](O)=[O:30])[CH:23]=3)[NH:18]2)[C:15]2[C:10](=[CH:11][CH:12]=[CH:13][CH:14]=2)[NH:9]1.ON1C2C=CC=CC=2N=N1.Cl.C(N=C=NCCCN(C)C)C. (7) Given the product [CH2:1]([O:3][C:4](=[O:25])[C@@:5]([F:32])([CH3:23])[C@@H:6]([C@H:16]1[CH2:20][O:19][C:18]([CH3:22])([CH3:21])[O:17]1)[O:7][C:8](=[O:15])[C:9]1[CH:14]=[CH:13][CH:12]=[CH:11][CH:10]=1)[CH3:2], predict the reactants needed to synthesize it. The reactants are: [CH2:1]([O:3][C:4](=[O:25])[C@:5](O)([CH3:23])[C@@H:6]([C@H:16]1[CH2:20][O:19][C:18]([CH3:22])([CH3:21])[O:17]1)[O:7][C:8](=[O:15])[C:9]1[CH:14]=[CH:13][CH:12]=[CH:11][CH:10]=1)[CH3:2].CCN(S(F)(F)[F:32])CC.C([O-])(O)=O.[Na+].